From a dataset of Cav3 T-type calcium channel HTS with 100,875 compounds. Binary Classification. Given a drug SMILES string, predict its activity (active/inactive) in a high-throughput screening assay against a specified biological target. (1) The molecule is O1C2(OCCC2)C(O)C(O)CC1CCO. The result is 0 (inactive). (2) The compound is O(CC(=O)N1CCN(CC1)c1ccccc1)C(=O)c1c2c(nc(c1)C)cccc2. The result is 0 (inactive).